From a dataset of Forward reaction prediction with 1.9M reactions from USPTO patents (1976-2016). Predict the product of the given reaction. (1) Given the reactants Cl.[CH2:2]([O:9][C:10]1[CH:15]=[CH:14][C:13]([NH:16][C:17]2[C:26]3[C:21](=[CH:22][CH:23]=[C:24]([C:27]4[O:31][C:30]([CH:32]=O)=[CH:29][CH:28]=4)[CH:25]=3)[N:20]=[CH:19][N:18]=2)=[CH:12][CH:11]=1)[C:3]1[CH:8]=[CH:7][CH:6]=[CH:5][CH:4]=1.[CH3:34][NH:35][CH2:36][CH2:37][S:38]([CH3:41])(=[O:40])=[O:39], predict the reaction product. The product is: [CH2:2]([O:9][C:10]1[CH:11]=[CH:12][C:13]([NH:16][C:17]2[C:26]3[C:21](=[CH:22][CH:23]=[C:24]([C:27]4[O:31][C:30]([CH2:32][N:35]([CH2:36][CH2:37][S:38]([CH3:41])(=[O:40])=[O:39])[CH3:34])=[CH:29][CH:28]=4)[CH:25]=3)[N:20]=[CH:19][N:18]=2)=[CH:14][CH:15]=1)[C:3]1[CH:4]=[CH:5][CH:6]=[CH:7][CH:8]=1. (2) Given the reactants [NH:1]([C:8]1[CH:16]=[C:15]([O:17][CH3:18])[CH:14]=[CH:13][C:9]=1[C:10]([NH2:12])=[O:11])[C:2]1[CH:7]=[CH:6][CH:5]=[CH:4][CH:3]=1.ClC(Cl)C.[C:23](Cl)(=O)[C:24]([CH3:27])([CH3:26])[CH3:25], predict the reaction product. The product is: [C:24]([C:27]1[N:1]([C:2]2[CH:3]=[CH:4][CH:5]=[CH:6][CH:7]=2)[C:8]2[C:9]([C:10](=[O:11])[N:12]=1)=[CH:13][CH:14]=[C:15]([O:17][CH3:18])[CH:16]=2)([CH3:26])([CH3:25])[CH3:23].